Dataset: Peptide-MHC class I binding affinity with 185,985 pairs from IEDB/IMGT. Task: Regression. Given a peptide amino acid sequence and an MHC pseudo amino acid sequence, predict their binding affinity value. This is MHC class I binding data. (1) The peptide sequence is LIGFALFGV. The MHC is HLA-B53:01 with pseudo-sequence HLA-B53:01. The binding affinity (normalized) is 0.213. (2) The peptide sequence is HVPTRGTAM. The MHC is HLA-B58:01 with pseudo-sequence HLA-B58:01. The binding affinity (normalized) is 0.0847. (3) The peptide sequence is RVLGRVLPY. The MHC is BoLA-T2a with pseudo-sequence BoLA-T2a. The binding affinity (normalized) is 0.367. (4) The peptide sequence is MTFPVSLEY. The MHC is HLA-C08:02 with pseudo-sequence HLA-C08:02. The binding affinity (normalized) is 0.0847. (5) The peptide sequence is WMLGTGVYL. The MHC is HLA-A69:01 with pseudo-sequence HLA-A69:01. The binding affinity (normalized) is 0.375. (6) The binding affinity (normalized) is 0. The peptide sequence is RIRQGLERA. The MHC is HLA-A26:01 with pseudo-sequence HLA-A26:01. (7) The MHC is HLA-A68:01 with pseudo-sequence HLA-A68:01. The binding affinity (normalized) is 0.572. The peptide sequence is CVDIPGIPK.